This data is from Catalyst prediction with 721,799 reactions and 888 catalyst types from USPTO. The task is: Predict which catalyst facilitates the given reaction. (1) Reactant: [CH3:1][C:2]1[N:6]=[CH:5][NH:4][N:3]=1.[H-].[Na+].Cl[C:10]1[CH:31]=[CH:30][C:13]([C:14]([NH:16][C:17]2[CH:22]=[CH:21][C:20]([Cl:23])=[C:19]([C:24]3[CH:29]=[CH:28][CH:27]=[CH:26][N:25]=3)[CH:18]=2)=[O:15])=[C:12]([CH3:32])[N:11]=1. Product: [Cl:23][C:20]1[CH:21]=[CH:22][C:17]([NH:16][C:14](=[O:15])[C:13]2[CH:30]=[CH:31][C:10]([N:4]3[CH:5]=[N:6][C:2]([CH3:1])=[N:3]3)=[N:11][C:12]=2[CH3:32])=[CH:18][C:19]=1[C:24]1[CH:29]=[CH:28][CH:27]=[CH:26][N:25]=1. The catalyst class is: 3. (2) Reactant: [NH2:1][C:2]1[CH:3]=[C:4]([CH2:8][N:9]2[CH2:14][CH2:13][CH:12]([NH:15][C:16]3[N:21]=[C:20]([C:22]4[C:30]5[C:25](=[CH:26][CH:27]=[CH:28][CH:29]=5)[NH:24][CH:23]=4)[C:19]([Cl:31])=[CH:18][N:17]=3)[CH2:11][CH2:10]2)[CH:5]=[CH:6][CH:7]=1.[CH3:32][N:33]([CH3:40])[CH2:34]/[CH:35]=[CH:36]/[C:37](O)=[O:38].CCN(CC)CC.CN(C(ON1N=NC2C=CC=NC1=2)=[N+](C)C)C.F[P-](F)(F)(F)(F)F. Product: [Cl:31][C:19]1[C:20]([C:22]2[C:30]3[C:25](=[CH:26][CH:27]=[CH:28][CH:29]=3)[NH:24][CH:23]=2)=[N:21][C:16]([NH:15][CH:12]2[CH2:13][CH2:14][N:9]([CH2:8][C:4]3[CH:3]=[C:2]([NH:1][C:37](=[O:38])/[CH:36]=[CH:35]/[CH2:34][N:33]([CH3:40])[CH3:32])[CH:7]=[CH:6][CH:5]=3)[CH2:10][CH2:11]2)=[N:17][CH:18]=1. The catalyst class is: 2.